From a dataset of Forward reaction prediction with 1.9M reactions from USPTO patents (1976-2016). Predict the product of the given reaction. Given the reactants [CH3:1][C:2]1[CH:3]=[C:4]([CH3:19])[C:5]2[O:9][C:8]([N:10]3[CH2:17][CH2:16][CH2:15][CH2:14][NH:13][CH2:12][CH2:11]3)=[N:7][C:6]=2[CH:18]=1.[CH2:20]=O.Cl.[H][H], predict the reaction product. The product is: [CH3:1][C:2]1[CH:3]=[C:4]([CH3:19])[C:5]2[O:9][C:8]([N:10]3[CH2:17][CH2:16][CH2:15][CH2:14][N:13]([CH3:20])[CH2:12][CH2:11]3)=[N:7][C:6]=2[CH:18]=1.